Dataset: Forward reaction prediction with 1.9M reactions from USPTO patents (1976-2016). Task: Predict the product of the given reaction. (1) Given the reactants [C:1]([O:4][C@H:5]([CH2:21][N:22]1[CH2:26][CH2:25][CH2:24][CH2:23]1)[CH2:6][O:7][C:8]1[CH:17]=[C:16]2[C:11]([C:12](=O)[NH:13][CH:14]=[N:15]2)=[CH:10][C:9]=1[O:19][CH3:20])(=[O:3])[CH3:2].S(Cl)([Cl:29])=O, predict the reaction product. The product is: [C:1]([O:4][C@H:5]([CH2:21][N:22]1[CH2:26][CH2:25][CH2:24][CH2:23]1)[CH2:6][O:7][C:8]1[CH:17]=[C:16]2[C:11]([C:12]([Cl:29])=[N:13][CH:14]=[N:15]2)=[CH:10][C:9]=1[O:19][CH3:20])(=[O:3])[CH3:2]. (2) Given the reactants [Cl:1][C:2]1[N:7]=[C:6]([CH2:8][CH2:9][OH:10])[CH:5]=[CH:4][CH:3]=1.O[C:12]1[CH:13]=[C:14]2[C:18](=[CH:19][CH:20]=1)[C@H:17]([CH2:21][C:22]([O:24][CH2:25][CH3:26])=[O:23])[CH2:16][CH2:15]2.C1C=CC(P(C2C=CC=CC=2)C2C=CC=CC=2)=CC=1.CC(OC(/N=N/C(OC(C)C)=O)=O)C, predict the reaction product. The product is: [Cl:1][C:2]1[N:7]=[C:6]([CH2:8][CH2:9][O:10][C:12]2[CH:13]=[C:14]3[C:18](=[CH:19][CH:20]=2)[C@H:17]([CH2:21][C:22]([O:24][CH2:25][CH3:26])=[O:23])[CH2:16][CH2:15]3)[CH:5]=[CH:4][CH:3]=1.